The task is: Predict the reactants needed to synthesize the given product.. This data is from Full USPTO retrosynthesis dataset with 1.9M reactions from patents (1976-2016). (1) Given the product [OH:47][NH:46][C:26](=[O:28])/[CH:25]=[CH:24]/[C:22]1[CH:21]=[CH:20][CH:19]=[C:18](/[CH:17]=[CH:16]/[C:15]([C:12]2[CH:11]=[CH:10][C:9]([CH2:8][N:5]3[CH2:4][CH2:3][N:2]([CH3:1])[CH2:7][CH2:6]3)=[CH:14][CH:13]=2)=[O:33])[N:23]=1, predict the reactants needed to synthesize it. The reactants are: [CH3:1][N:2]1[CH2:7][CH2:6][N:5]([CH2:8][C:9]2[CH:14]=[CH:13][C:12]([C:15](=[O:33])/[CH:16]=[CH:17]/[C:18]3[N:23]=[C:22](/[CH:24]=[CH:25]/[C:26]([O:28]C(C)(C)C)=O)[CH:21]=[CH:20][CH:19]=3)=[CH:11][CH:10]=2)[CH2:4][CH2:3]1.C(Cl)CCl.C1C=CC2[N:46]([OH:47])N=NC=2C=1.NOC1CCCCO1. (2) Given the product [F:54][C:51]1[CH:52]=[C:53]2[C:48]([CH:47]=[CH:46][N:45]=[C:44]2[O:1][C@H:2]2[CH2:42][N:5]3[C:6](=[O:41])[C@@H:7]([NH:33][C:34](=[O:40])[O:35][C:36]([CH3:39])([CH3:38])[CH3:37])[C@H:8]([CH3:32])[O:9][C@H:10]([CH3:31])[CH2:11][CH2:12][CH:13]=[CH:14][C@@H:15]4[CH2:20][C@@:16]4([C:21](=[O:30])[NH:22][S:23]([C:26]4([CH3:29])[CH2:27][CH2:28]4)(=[O:25])=[O:24])[NH:17][C:18](=[O:19])[C@@H:4]3[CH2:3]2)=[CH:49][C:50]=1[O:55][CH3:56], predict the reactants needed to synthesize it. The reactants are: [OH:1][C@H:2]1[CH2:42][N:5]2[C:6](=[O:41])[C@@H:7]([NH:33][C:34](=[O:40])[O:35][C:36]([CH3:39])([CH3:38])[CH3:37])[C@H:8]([CH3:32])[O:9][C@H:10]([CH3:31])[CH2:11][CH2:12][CH:13]=[CH:14][C@@H:15]3[CH2:20][C@@:16]3([C:21](=[O:30])[NH:22][S:23]([C:26]3([CH3:29])[CH2:28][CH2:27]3)(=[O:25])=[O:24])[NH:17][C:18](=[O:19])[C@@H:4]2[CH2:3]1.F[C:44]1[C:53]2[C:48](=[CH:49][C:50]([O:55][CH3:56])=[C:51]([F:54])[CH:52]=2)[CH:47]=[CH:46][N:45]=1.CC(C)([O-])C.[K+]. (3) Given the product [C:7]1([CH:13]2[C:14](=[O:26])[CH2:15][CH2:16][C:17]3[C:22]2=[CH:21][C:20]2[O:23][CH2:24][O:25][C:19]=2[CH:18]=3)[CH:8]=[CH:9][CH:10]=[CH:11][CH:12]=1, predict the reactants needed to synthesize it. The reactants are: S([O-])([O-])(=O)=O.[Mg+2].[C:7]1([C:13]23[O:26][CH:14]2[CH2:15][CH2:16][C:17]2[C:22]3=[CH:21][C:20]3[O:23][CH2:24][O:25][C:19]=3[CH:18]=2)[CH:12]=[CH:11][CH:10]=[CH:9][CH:8]=1. (4) Given the product [CH2:37]([O:36][CH2:35][C@H:17]([NH:16][C:13](=[O:15])[CH2:12][CH2:11][C:5]1[CH:6]=[CH:7][C:8]([O:9][CH3:10])=[C:3]([Cl:2])[CH:4]=1)[C:18]([NH:20][C:21]1[CH:26]=[CH:25][C:24]([O:27][C:28]2[CH:33]=[CH:32][C:31]([F:34])=[CH:30][CH:29]=2)=[CH:23][CH:22]=1)=[O:19])[C:38]1[CH:43]=[CH:42][CH:41]=[CH:40][CH:39]=1, predict the reactants needed to synthesize it. The reactants are: Cl.[Cl:2][C:3]1[CH:4]=[C:5]([CH2:11][CH2:12][C:13]([OH:15])=O)[CH:6]=[CH:7][C:8]=1[O:9][CH3:10].[NH2:16][C@@H:17]([CH2:35][O:36][CH2:37][C:38]1[CH:43]=[CH:42][CH:41]=[CH:40][CH:39]=1)[C:18]([NH:20][C:21]1[CH:26]=[CH:25][C:24]([O:27][C:28]2[CH:33]=[CH:32][C:31]([F:34])=[CH:30][CH:29]=2)=[CH:23][CH:22]=1)=[O:19].